From a dataset of Full USPTO retrosynthesis dataset with 1.9M reactions from patents (1976-2016). Predict the reactants needed to synthesize the given product. (1) Given the product [CH3:4][C:2]([N:5]1[C:9]2[N:10]=[C:11]([C:22]3[CH:27]=[CH:26][C:25]([O:28][CH2:29][C:30]4[CH:31]=[CH:32][CH:33]=[CH:34][CH:35]=4)=[C:24]([CH3:36])[CH:23]=3)[C:12]3[C:13]([F:21])=[CH:14][C:15]([O:20][CH2:49][CH:50]4[CH2:55][CH2:54][N:53]([C:56]([O:58][C:59]([CH3:60])([CH3:62])[CH3:61])=[O:57])[CH2:52][CH2:51]4)=[C:16]([O:18][CH3:19])[C:17]=3[C:8]=2[C:7]([CH3:37])=[N:6]1)([CH3:1])[CH3:3], predict the reactants needed to synthesize it. The reactants are: [CH3:1][C:2]([N:5]1[C:9]2[N:10]=[C:11]([C:22]3[CH:27]=[CH:26][C:25]([O:28][CH2:29][C:30]4[CH:35]=[CH:34][CH:33]=[CH:32][CH:31]=4)=[C:24]([CH3:36])[CH:23]=3)[C:12]3[C:13]([F:21])=[CH:14][C:15]([OH:20])=[C:16]([O:18][CH3:19])[C:17]=3[C:8]=2[C:7]([CH3:37])=[N:6]1)([CH3:4])[CH3:3].C(=O)([O-])[O-].[Cs+].[Cs+].CS(O[CH2:49][CH:50]1[CH2:55][CH2:54][N:53]([C:56]([O:58][C:59]([CH3:62])([CH3:61])[CH3:60])=[O:57])[CH2:52][CH2:51]1)(=O)=O.O. (2) The reactants are: C(OC([N:8]1[CH2:22][CH2:21][C:12]2=[C:13](Cl)[N:14]3[C:18]([N:19]=[C:11]2[CH2:10][CH2:9]1)=[CH:17][CH:16]=[N:15]3)=O)(C)(C)C.FC(F)(F)C(O)=O.[S:30]1[C:34]2[CH:35]=[CH:36][CH:37]=[CH:38][C:33]=2[N:32]=[C:31]1[CH:39]1[CH2:42][NH:41][CH2:40]1. Given the product [S:30]1[C:34]2[CH:35]=[CH:36][CH:37]=[CH:38][C:33]=2[N:32]=[C:31]1[CH:39]1[CH2:40][N:41]([C:13]2[N:14]3[C:18]([N:19]=[C:11]4[CH2:10][CH2:9][NH:8][CH2:22][CH2:21][C:12]=24)=[CH:17][CH:16]=[N:15]3)[CH2:42]1, predict the reactants needed to synthesize it. (3) The reactants are: I[C:2]1[CH:11]=[CH:10][C:5]2[N:6]=[C:7]([CH3:9])[S:8][C:4]=2[CH:3]=1.C([Mg]Cl)(C)C.[CH3:17][S:18][C:19](SC)=[C:20]1[C:25](=[O:26])[O:24][C:23]([CH3:28])([CH3:27])[O:22][C:21]1=[O:29]. Given the product [CH3:27][C:23]1([CH3:28])[O:24][C:25](=[O:26])[C:20](=[C:19]([C:2]2[CH:11]=[CH:10][C:5]3[N:6]=[C:7]([CH3:9])[S:8][C:4]=3[CH:3]=2)[S:18][CH3:17])[C:21](=[O:29])[O:22]1, predict the reactants needed to synthesize it. (4) Given the product [C:17]([O:20][CH2:2][C@H:3]1[O:8][C:7]([CH3:10])([CH3:9])[O:6][C@@H:5]([CH2:11][C:12]([O:14][CH2:15][CH3:16])=[O:13])[CH2:4]1)(=[O:19])[CH3:18], predict the reactants needed to synthesize it. The reactants are: Cl[CH2:2][C@H:3]1[O:8][C:7]([CH3:10])([CH3:9])[O:6][C@@H:5]([CH2:11][C:12]([O:14][CH2:15][CH3:16])=[O:13])[CH2:4]1.[C:17]([O-:20])(=[O:19])[CH3:18].[Na+]. (5) Given the product [Br:1][C:2]1[CH:3]=[C:4]([C:8]([NH2:12])=[O:10])[N:5]([CH3:7])[CH:6]=1, predict the reactants needed to synthesize it. The reactants are: [Br:1][C:2]1[CH:3]=[C:4]([C:8]([OH:10])=O)[N:5]([CH3:7])[CH:6]=1.C[N:12](C(ON1N=NC2C=CC=NC1=2)=[N+](C)C)C.F[P-](F)(F)(F)(F)F.CCN(C(C)C)C(C)C.N. (6) Given the product [CH:1]1([NH:4][C:5]2[N:13]=[C:12]([C:14]([F:17])([F:15])[F:16])[N:11]=[C:10]3[C:6]=2[N:7]=[CH:8][N:9]3[C:24]2[CH:23]=[CH:22][C:21]([O:20][CH3:19])=[C:26]([O:27][CH3:28])[CH:25]=2)[CH2:3][CH2:2]1, predict the reactants needed to synthesize it. The reactants are: [CH:1]1([NH:4][C:5]2(N)[N:13]=[C:12]([C:14]([F:17])([F:16])[F:15])[N:11]=[C:10]3[C:6]2=[N:7][CH:8]=[N:9]3)[CH2:3][CH2:2]1.[CH3:19][O:20][C:21]1[CH:22]=[C:23](B(O)O)[CH:24]=[CH:25][C:26]=1[O:27][CH3:28].C(N(CC)CC)C.C(#N)C.